This data is from Catalyst prediction with 721,799 reactions and 888 catalyst types from USPTO. The task is: Predict which catalyst facilitates the given reaction. (1) The catalyst class is: 8. Product: [CH3:32][S:29]([C:25]1[CH:24]=[C:23]([CH:28]=[CH:27][CH:26]=1)[O:22][C:18]1[CH:17]=[C:16]([C:15]2[N:6]3[CH:7]=[CH:8][CH:9]=[C:10]([C:11]([F:14])([F:13])[F:12])[C:5]3=[N:4][C:3]=2[CH2:2][N:33]2[CH2:38][CH2:37][CH2:36][CH2:35][CH2:34]2)[CH:21]=[CH:20][CH:19]=1)(=[O:31])=[O:30]. Reactant: Br[CH2:2][C:3]1[N:4]=[C:5]2[C:10]([C:11]([F:14])([F:13])[F:12])=[CH:9][CH:8]=[CH:7][N:6]2[C:15]=1[C:16]1[CH:21]=[CH:20][CH:19]=[C:18]([O:22][C:23]2[CH:28]=[CH:27][CH:26]=[C:25]([S:29]([CH3:32])(=[O:31])=[O:30])[CH:24]=2)[CH:17]=1.[NH:33]1[CH2:38][CH2:37][CH2:36][CH2:35][CH2:34]1. (2) Reactant: [NH2:1][C:2]1[O:6][CH:5]([C:7]2[CH:12]=[CH:11][C:10]([Cl:13])=[CH:9][CH:8]=2)[C:4](=[O:14])[C:3]=1[OH:15].[C:16]1([CH2:22][S:23](Cl)(=[O:25])=[O:24])[CH:21]=[CH:20][CH:19]=[CH:18][CH:17]=1. Product: [Cl:13][C:10]1[CH:9]=[CH:8][C:7]([CH:5]2[C:4](=[O:14])[C:3]([O:15][S:23]([CH2:22][C:16]3[CH:21]=[CH:20][CH:19]=[CH:18][CH:17]=3)(=[O:25])=[O:24])=[C:2]([NH2:1])[O:6]2)=[CH:12][CH:11]=1. The catalyst class is: 1. (3) Reactant: Br[C:2]1[CH:3]=[CH:4][C:5]2[O:9][C:8]3[CH:10]=[CH:11][C:12]([C:14]#[N:15])=[CH:13][C:7]=3[C:6]=2[CH:16]=1.[CH:17]1[C:29]2[NH:28][C:27]3[C:22](=[CH:23][CH:24]=[CH:25][CH:26]=3)[C:21]=2[CH:20]=[C:19]([N:30]2[C:42]3[CH:41]=[CH:40][C:39]([C:43]#[N:44])=[CH:38][C:37]=3[C:36]3[C:31]2=[CH:32][CH:33]=[CH:34][CH:35]=3)[CH:18]=1.N1C2C(=CC=C3C=2N=CC=C3)C=CC=1.[O-]P([O-])([O-])=O.[K+].[K+].[K+]. Product: [C:14]([C:12]1[CH:11]=[CH:10][C:8]2[O:9][C:5]3[CH:4]=[CH:3][C:2]([N:28]4[C:29]5[CH:17]=[CH:18][C:19]([N:30]6[C:42]7[CH:41]=[CH:40][C:39]([C:43]#[N:44])=[CH:38][C:37]=7[C:36]7[C:31]6=[CH:32][CH:33]=[CH:34][CH:35]=7)=[CH:20][C:21]=5[C:22]5[C:27]4=[CH:26][CH:25]=[CH:24][CH:23]=5)=[CH:16][C:6]=3[C:7]=2[CH:13]=1)#[N:15]. The catalyst class is: 728. (4) Reactant: [NH2:1][C:2]([CH2:7][CH2:8][C:9]1[CH:14]=[CH:13][C:12]([O:15][CH2:16][C:17]2[CH:22]=[CH:21][CH:20]=[CH:19][CH:18]=2)=[CH:11][CH:10]=1)([CH2:5][OH:6])[CH2:3][OH:4].[CH2:23](C(CC)(CC)C([O-])([O-])[O-])[CH3:24].C(O)(=O)C. Product: [CH2:16]([O:15][C:12]1[CH:13]=[CH:14][C:9]([CH2:8][CH2:7][C:2]2([CH2:5][OH:6])[CH2:3][O:4][C:23]([CH3:24])=[N:1]2)=[CH:10][CH:11]=1)[C:17]1[CH:22]=[CH:21][CH:20]=[CH:19][CH:18]=1. The catalyst class is: 10. (5) Reactant: Br[CH2:2][C:3]1[CH:8]=[CH:7][C:6]([CH2:9][CH2:10][C:11]2[N:12]=[C:13]([NH:16][C:17](=[O:19])[CH3:18])[S:14][CH:15]=2)=[CH:5][CH:4]=1.[O:20]1[CH2:24]CCC1.C[N:26](C)[CH:27]=[O:28]. Product: [CH:27]([N:26]([CH2:2][C:3]1[CH:8]=[CH:7][C:6]([CH2:9][CH2:10][C:11]2[N:12]=[C:13]([NH:16][C:17](=[O:19])[CH3:18])[S:14][CH:15]=2)=[CH:5][CH:4]=1)[CH:24]=[O:20])=[O:28]. The catalyst class is: 6.